This data is from Full USPTO retrosynthesis dataset with 1.9M reactions from patents (1976-2016). The task is: Predict the reactants needed to synthesize the given product. Given the product [F:32][C:23]1[CH:24]=[CH:25][CH:26]=[C:27]([C:28]([F:31])([F:30])[F:29])[C:22]=1[CH2:21][N:18]1[C:19]([CH3:20])=[C:14]([N:11]2[CH2:12][CH2:13][NH:8][CH2:9][CH2:10]2)[C:15](=[O:34])[NH:16][C:17]1=[O:33], predict the reactants needed to synthesize it. The reactants are: C([N:8]1[CH2:13][CH2:12][N:11]([C:14]2[C:15](=[O:34])[NH:16][C:17](=[O:33])[N:18]([CH2:21][C:22]3[C:27]([C:28]([F:31])([F:30])[F:29])=[CH:26][CH:25]=[CH:24][C:23]=3[F:32])[C:19]=2[CH3:20])[CH2:10][CH2:9]1)C1C=CC=CC=1.[H][H].